From a dataset of Reaction yield outcomes from USPTO patents with 853,638 reactions. Predict the reaction yield, written as a fraction of the theoretical maximum amount of product (1.0 means a 100% yield; for example, 0.34 means a 34% yield). (1) The reactants are [C:1]([O:5][C:6]([N:8]([C:25]1[CH:30]=[CH:29][N:28]=[C:27](Cl)[N:26]=1)[C:9]1[CH:10]=[C:11]2[C:15](=[CH:16][CH:17]=1)[N:14]([C:18]([O:20][C:21]([CH3:24])([CH3:23])[CH3:22])=[O:19])[N:13]=[CH:12]2)=[O:7])([CH3:4])([CH3:3])[CH3:2].CC1(C)C(C)(C)OB([C:40]2[CH:41]=[C:42]([CH:56]=[CH:57][CH:58]=2)[O:43][CH:44]2[CH2:48][CH2:47][N:46]([C:49]([O:51][C:52]([CH3:55])([CH3:54])[CH3:53])=[O:50])[CH2:45]2)O1.[F-].[Cs+].CC(OC(OC(OC(C)(C)C)=O)=O)(C)C. The catalyst is O1CCOCC1.O.CCOC(C)=O.C1C=CC(P(C2C=CC=CC=2)[C-]2C=CC=C2)=CC=1.C1C=CC(P(C2C=CC=CC=2)[C-]2C=CC=C2)=CC=1.Cl[Pd]Cl.[Fe+2]. The product is [C:21]([O:20][C:18]([N:14]1[C:15]2[C:11](=[CH:10][C:9]([N:8]([C:6]([O:5][C:1]([CH3:3])([CH3:2])[CH3:4])=[O:7])[C:25]3[CH:30]=[CH:29][N:28]=[C:27]([C:40]4[CH:58]=[CH:57][CH:56]=[C:42]([O:43][CH:44]5[CH2:48][CH2:47][N:46]([C:49]([O:51][C:52]([CH3:55])([CH3:54])[CH3:53])=[O:50])[CH2:45]5)[CH:41]=4)[N:26]=3)=[CH:17][CH:16]=2)[CH:12]=[N:13]1)=[O:19])([CH3:24])([CH3:22])[CH3:23]. The yield is 0.285. (2) The reactants are [N+](C1C=CC(O[C:11](=[O:38])[O:12][CH2:13][C:14]2[N:15](CC3C=CN=CC=3)[C:16]([S:22][C:23]3[CH:28]=[C:27]([Cl:29])[CH:26]=[C:25]([Cl:30])[CH:24]=3)=[C:17]([CH:19]([CH3:21])[CH3:20])[N:18]=2)=CC=1)([O-])=O.[CH2:39]([O:41][P:42]([CH2:47][NH2:48])(=[O:46])[O:43][CH2:44][CH3:45])[CH3:40].C([N:52]([CH:55]([CH3:57])C)[CH2:53][CH3:54])(C)C.[CH3:58][C:59]#N. No catalyst specified. The product is [CH2:39]([O:41][P:42]([CH2:47][NH:48][C:11]([O:12][CH:13]([C:14]1[NH:15][C:16]([S:22][C:23]2[CH:24]=[C:25]([Cl:30])[CH:26]=[C:27]([Cl:29])[CH:28]=2)=[C:17]([CH:19]([CH3:20])[CH3:21])[N:18]=1)[CH2:58][C:59]1[CH:54]=[CH:53][N:52]=[CH:55][CH:57]=1)=[O:38])(=[O:46])[O:43][CH2:44][CH3:45])[CH3:40]. The yield is 0.900. (3) The reactants are [CH3:1][C:2]1[O:6][C:5](=[O:7])[N:4]([CH2:8][C:9](=O)[CH3:10])[N:3]=1.O.[NH2:13][NH2:14].C(O)(=O)C(O)=O. The catalyst is CC(O)C.O. The product is [CH3:10][C:9]1[CH2:8][N:4]([NH:3][C:2](=[O:6])[CH3:1])[C:5](=[O:7])[NH:13][N:14]=1. The yield is 0.700. (4) The reactants are [OH:1][C:2]1[C:3]([CH2:27][OH:28])=[C:4]([CH2:9][NH:10][C:11]([C:13]2[CH:18]=[CH:17][C:16]([C:19]3[CH:24]=[CH:23][C:22](C#N)=[CH:21][CH:20]=3)=[CH:15][CH:14]=2)=[O:12])[CH:5]=[N:6][C:7]=1[CH3:8].[C-:29]#[N:30].[K+].[C:32]([OH:35])(=O)C. The catalyst is [O-2].[O-2].[Mn+4].CO. The product is [CH3:32][O:35][C:27](=[O:28])[C:3]1[C:4]([CH2:9][NH:10][C:11]([C:13]2([C:29]#[N:30])[CH:14]=[CH:15][C:16]([C:19]3[CH:24]=[CH:23][CH:22]=[CH:21][CH:20]=3)=[CH:17][CH2:18]2)=[O:12])=[CH:5][N:6]=[C:7]([CH3:8])[C:2]=1[OH:1]. The yield is 0.480. (5) The reactants are [CH3:1][S:2]([C:5]1[CH:10]=[CH:9][C:8](/[C:11](/[C:18]2[NH:26][C:21]3=[N:22][CH:23]=[CH:24][CH:25]=[C:20]3[CH:19]=2)=[CH:12]/[CH:13]2[CH2:17][CH2:16][CH2:15][O:14]2)=[CH:7][CH:6]=1)(=[O:4])=[O:3]. The catalyst is [Pd].CO. The product is [CH3:1][S:2]([C:5]1[CH:6]=[CH:7][C:8]([CH:11]([C:18]2[NH:26][C:21]3=[N:22][CH:23]=[CH:24][CH:25]=[C:20]3[CH:19]=2)[CH2:12][CH:13]2[CH2:17][CH2:16][CH2:15][O:14]2)=[CH:9][CH:10]=1)(=[O:3])=[O:4]. The yield is 0.240. (6) The reactants are Cl[CH2:2][C:3]([CH3:31])([CH3:30])[C:4]([N:6]([C@H:16]1[CH2:21][CH2:20][C@H:19]([NH:22][C:23](=[O:29])[O:24][C:25]([CH3:28])([CH3:27])[CH3:26])[CH2:18][CH2:17]1)[CH2:7][C:8]1[CH:13]=[CH:12][C:11]([O:14][CH3:15])=[CH:10][CH:9]=1)=[O:5].[C:32]([O-:35])([O-])=[O:33].[K+].[K+].[NH:38]1[CH2:43][CH2:42][O:41][CH2:40][CH2:39]1. The catalyst is CN(C=O)C. The product is [N:38]1([C:32]([O:35][CH2:2][C:3]([CH3:31])([CH3:30])[C:4]([N:6]([C@H:16]2[CH2:21][CH2:20][C@H:19]([NH:22][C:23]([O:24][C:25]([CH3:28])([CH3:27])[CH3:26])=[O:29])[CH2:18][CH2:17]2)[CH2:7][C:8]2[CH:13]=[CH:12][C:11]([O:14][CH3:15])=[CH:10][CH:9]=2)=[O:5])=[O:33])[CH2:43][CH2:42][O:41][CH2:40][CH2:39]1. The yield is 0.370. (7) The catalyst is C1COCC1. The yield is 1.00. The reactants are N(C(OC(C)(C)C)=O)=NC(OC(C)(C)C)=O.C(P(CCCC)CCCC)CCC.[Cl:30][C:31]1[CH:32]=[C:33]2[C:38](=[CH:39][CH:40]=1)[N:37]([C@@H:41]([CH2:51][CH2:52]O)[C:42]([NH:44][C:45]1[CH:50]=[CH:49][CH:48]=[CH:47][CH:46]=1)=[O:43])[CH2:36][CH2:35][CH2:34]2. The product is [Cl:30][C:31]1[CH:32]=[C:33]2[C:38](=[CH:39][CH:40]=1)[N:37]([C@H:41]1[CH2:51][CH2:52][N:44]([C:45]3[CH:50]=[CH:49][CH:48]=[CH:47][CH:46]=3)[C:42]1=[O:43])[CH2:36][CH2:35][CH2:34]2.